Dataset: Peptide-MHC class I binding affinity with 185,985 pairs from IEDB/IMGT. Task: Regression. Given a peptide amino acid sequence and an MHC pseudo amino acid sequence, predict their binding affinity value. This is MHC class I binding data. (1) The peptide sequence is FTARIIIFS. The MHC is HLA-B07:02 with pseudo-sequence HLA-B07:02. The binding affinity (normalized) is 0.213. (2) The peptide sequence is TPSHYSGNI. The MHC is HLA-A80:01 with pseudo-sequence HLA-A80:01. The binding affinity (normalized) is 0.0847. (3) The peptide sequence is QWFVGLSPTV. The MHC is Patr-A0301 with pseudo-sequence Patr-A0301. The binding affinity (normalized) is 0. (4) The peptide sequence is YTFKYPNL. The MHC is H-2-Kb with pseudo-sequence H-2-Kb. The binding affinity (normalized) is 1.00. (5) The peptide sequence is RTTSAVGDV. The MHC is HLA-A02:06 with pseudo-sequence HLA-A02:06. The binding affinity (normalized) is 0.349.